From a dataset of Full USPTO retrosynthesis dataset with 1.9M reactions from patents (1976-2016). Predict the reactants needed to synthesize the given product. (1) Given the product [NH2:25][C@H:23]([CH3:24])[CH2:22][N:7]1[CH:6]=[C:5]([C:1]([CH3:3])([CH3:4])[CH3:2])[S:9]/[C:8]/1=[N:10]\[C:11](=[O:21])[C:12]1[CH:17]=[C:16]([Cl:18])[CH:15]=[CH:14][C:13]=1[O:19][CH3:20], predict the reactants needed to synthesize it. The reactants are: [C:1]([C:5]1[S:9]/[C:8](=[N:10]\[C:11](=[O:21])[C:12]2[CH:17]=[C:16]([Cl:18])[CH:15]=[CH:14][C:13]=2[O:19][CH3:20])/[N:7]([CH2:22][C@H:23]([NH:25]C(=O)OC(C)(C)C)[CH3:24])[CH:6]=1)([CH3:4])([CH3:3])[CH3:2].Cl. (2) Given the product [NH2:12][CH2:13][CH2:14][NH:15][C:4]1[CH:5]=[CH:6][C:7]([N+:8]([O-:10])=[O:9])=[C:2]([NH2:1])[N:3]=1, predict the reactants needed to synthesize it. The reactants are: [NH2:1][C:2]1[C:7]([N+:8]([O-:10])=[O:9])=[CH:6][CH:5]=[C:4](Cl)[N:3]=1.[NH2:12][CH2:13][CH2:14][NH2:15].[OH-].[Na+].